This data is from CYP2C19 inhibition data for predicting drug metabolism from PubChem BioAssay. The task is: Regression/Classification. Given a drug SMILES string, predict its absorption, distribution, metabolism, or excretion properties. Task type varies by dataset: regression for continuous measurements (e.g., permeability, clearance, half-life) or binary classification for categorical outcomes (e.g., BBB penetration, CYP inhibition). Dataset: cyp2c19_veith. (1) The compound is COCCn1c(=O)c(-c2ccc(Cl)cc2)nc2cnc(Nc3ccccc3)nc21. The result is 0 (non-inhibitor). (2) The compound is CCNc1ncc2nc(-c3ccccc3)c(=O)n(Cc3cccs3)c2n1. The result is 0 (non-inhibitor). (3) The drug is C=CCc1cccc(C2Nc3ccccc3C(=O)N2O)c1O. The result is 1 (inhibitor). (4) The molecule is CC(=O)NCCNc1ccnc(-c2ccccc2C(F)(F)F)n1. The result is 0 (non-inhibitor). (5) The compound is O=C(O)Cc1cccc2c(=O)cc(-c3ccccc3)oc12. The result is 0 (non-inhibitor). (6) The compound is CC(C)(C)c1o[nH]c(=O)c1C[C@H]([NH3+])C(=O)[O-]. The result is 0 (non-inhibitor). (7) The drug is Clc1ccc(/C=C\c2nc(Cl)c(-c3ccc(Cl)cc3)c(Cl)n2)cc1. The result is 0 (non-inhibitor).